Dataset: Full USPTO retrosynthesis dataset with 1.9M reactions from patents (1976-2016). Task: Predict the reactants needed to synthesize the given product. (1) The reactants are: [O:1]=[C:2]1[C:11]2[C:6](=[C:7]([O:21]COCC[Si](C)(C)C)[CH:8]=[C:9]([C:12]3[S:13][CH:14]=[C:15]([C:17]([O:19][CH3:20])=[O:18])[N:16]=3)[CH:10]=2)[N:5]=[CH:4][N:3]1COCC[Si](C)(C)C. Given the product [OH:21][C:7]1[CH:8]=[C:9]([C:12]2[S:13][CH:14]=[C:15]([C:17]([O:19][CH3:20])=[O:18])[N:16]=2)[CH:10]=[C:11]2[C:6]=1[N:5]=[CH:4][NH:3][C:2]2=[O:1], predict the reactants needed to synthesize it. (2) Given the product [Cl:1][C:2]1[CH:3]=[C:4]([CH:24]([CH2:30][CH:31]2[CH2:32][CH2:33]2)[C:25]([OH:27])=[O:26])[CH:5]=[C:6]([C:14]2[CH:15]=[CH:16][C:17]([C:20]([F:21])([F:22])[F:23])=[CH:18][CH:19]=2)[C:7]=1[O:8][CH2:9][C:10]([F:12])([F:13])[F:11], predict the reactants needed to synthesize it. The reactants are: [Cl:1][C:2]1[CH:3]=[C:4]([CH:24]([CH2:30][CH:31]2[CH2:33][CH2:32]2)[C:25]([O:27]CC)=[O:26])[CH:5]=[C:6]([C:14]2[CH:19]=[CH:18][C:17]([C:20]([F:23])([F:22])[F:21])=[CH:16][CH:15]=2)[C:7]=1[O:8][CH2:9][C:10]([F:13])([F:12])[F:11].O.[OH-].[Li+]. (3) Given the product [Br:1][C:2]1[C:3]([C:12]([F:14])([F:13])[F:15])=[C:4]2[C:8](=[CH:9][CH:10]=1)[NH:7][C:6]([CH3:11])=[CH:5]2, predict the reactants needed to synthesize it. The reactants are: [Br:1][C:2]1[C:3]([C:12]([F:15])([F:14])[F:13])=[C:4]2[C:8](=[CH:9][CH:10]=1)[NH:7][CH:6]([CH3:11])[CH2:5]2.C(C1C(=O)C(Cl)=C(Cl)C(=O)C=1C#N)#N.O. (4) Given the product [CH3:26][C:19]1[NH:20][C:21]([CH3:25])=[CH:22][C:23](=[O:24])[C:18]=1[CH2:17][NH:16][C:14]([C:4]1[C:5]2[CH:10]=[N:9][N:8]([CH:11]([CH3:13])[CH3:12])[C:6]=2[N:7]=[C:2]([C:32]2[CH2:31][C:30]([CH3:44])([CH3:43])[NH:29][C:28]([CH3:45])([CH3:27])[CH:33]=2)[CH:3]=1)=[O:15], predict the reactants needed to synthesize it. The reactants are: Br[C:2]1[CH:3]=[C:4]([C:14]([NH:16][CH2:17][C:18]2[C:23](=[O:24])[CH:22]=[C:21]([CH3:25])[NH:20][C:19]=2[CH3:26])=[O:15])[C:5]2[CH:10]=[N:9][N:8]([CH:11]([CH3:13])[CH3:12])[C:6]=2[N:7]=1.[CH3:27][C:28]1([CH3:45])[CH2:33][C:32](B2OC(C)(C)C(C)(C)O2)=[CH:31][C:30]([CH3:44])([CH3:43])[NH:29]1.C([O-])([O-])=O.[Na+].[Na+]. (5) Given the product [Cl:1][C:2]1[CH:10]=[CH:9][C:5]([C:6]([NH:36][CH3:35])=[O:7])=[CH:4][C:3]=1[C:11]1[O:15][N:14]=[C:13]([CH2:16][N:17]2[C:25]3[C:20](=[C:21]([C:28]([F:30])([F:29])[F:31])[C:22]([C:26]#[N:27])=[CH:23][CH:24]=3)[CH:19]=[C:18]2[CH2:32][CH2:33][CH3:34])[N:12]=1, predict the reactants needed to synthesize it. The reactants are: [Cl:1][C:2]1[CH:10]=[CH:9][C:5]([C:6](Cl)=[O:7])=[CH:4][C:3]=1[C:11]1[O:15][N:14]=[C:13]([CH2:16][N:17]2[C:25]3[C:20](=[C:21]([C:28]([F:31])([F:30])[F:29])[C:22]([C:26]#[N:27])=[CH:23][CH:24]=3)[CH:19]=[C:18]2[CH2:32][CH2:33][CH3:34])[N:12]=1.[CH3:35][NH2:36]. (6) Given the product [F:1][C:2]1[CH:3]=[C:4]2[C:9](=[CH:10][CH:11]=1)[O:8][CH:7]([C@H:12]1[CH2:16][O:15][C:14]([CH3:18])([CH3:17])[O:13]1)[CH2:6][CH2:5]2, predict the reactants needed to synthesize it. The reactants are: [F:1][C:2]1[CH:3]=[C:4]2[C:9](=[CH:10][CH:11]=1)[O:8][CH:7]([C@H:12]1[CH2:16][O:15][C:14]([CH3:18])([CH3:17])[O:13]1)[CH:6]=[CH:5]2.C([O-])=O.[NH4+]. (7) Given the product [Cl:3][C:5]([C:8]1[CH:9]=[C:10]2[C:15](=[CH:16][CH:17]=1)[C:13](=[O:14])[O:12][CH2:11]2)=[O:6], predict the reactants needed to synthesize it. The reactants are: S(Cl)([Cl:3])=O.[C:5]([C:8]1[CH:9]=[C:10]2[C:15](=[CH:16][CH:17]=1)[C:13](=[O:14])[O:12][CH2:11]2)(O)=[O:6]. (8) Given the product [CH:8]([C:6]1[N:5]=[CH:4][N:3]([CH2:13][C:14]([O:16][CH2:17][CH3:18])=[O:15])[CH:7]=1)=[O:9], predict the reactants needed to synthesize it. The reactants are: [H-].[Na+].[NH:3]1[CH:7]=[C:6]([CH:8]=[O:9])[N:5]=[CH:4]1.[H][H].Br[CH2:13][C:14]([O:16][CH2:17][CH3:18])=[O:15]. (9) Given the product [C:12]([O:16][C:17]([NH:19][CH2:20][CH2:21][CH2:22][N:23]([CH3:59])[CH2:24][CH2:25][CH2:26][NH:27][C:28]1[C:40]2[C:39]3[C:34](=[CH:35][C:36]([C:41]([O:43][CH3:44])=[O:42])=[CH:37][CH:38]=3)[NH:33][C:32]=2[N:31]=[C:30]([CH2:45][C:46]2[CH:51]=[CH:50][CH:49]=[C:48]([C:52](=[N:57][O:58][S:1]([C:4]3[CH:10]=[CH:9][C:7]([CH3:8])=[CH:6][CH:5]=3)(=[O:3])=[O:2])[C:53]([F:54])([F:56])[F:55])[CH:47]=2)[N:29]=1)=[O:18])([CH3:15])([CH3:14])[CH3:13], predict the reactants needed to synthesize it. The reactants are: [S:1](Cl)([C:4]1[CH:10]=[CH:9][C:7]([CH3:8])=[CH:6][CH:5]=1)(=[O:3])=[O:2].[C:12]([O:16][C:17]([NH:19][CH2:20][CH2:21][CH2:22][N:23]([CH3:59])[CH2:24][CH2:25][CH2:26][NH:27][C:28]1[C:40]2[C:39]3[C:34](=[CH:35][C:36]([C:41]([O:43][CH3:44])=[O:42])=[CH:37][CH:38]=3)[NH:33][C:32]=2[N:31]=[C:30]([CH2:45][C:46]2[CH:51]=[CH:50][CH:49]=[C:48]([C:52](=[N:57][OH:58])[C:53]([F:56])([F:55])[F:54])[CH:47]=2)[N:29]=1)=[O:18])([CH3:15])([CH3:14])[CH3:13].C(N(CC)CC)C.